From a dataset of Aqueous solubility values for 9,982 compounds from the AqSolDB database. Regression/Classification. Given a drug SMILES string, predict its absorption, distribution, metabolism, or excretion properties. Task type varies by dataset: regression for continuous measurements (e.g., permeability, clearance, half-life) or binary classification for categorical outcomes (e.g., BBB penetration, CYP inhibition). For this dataset (solubility_aqsoldb), we predict Y. (1) The molecule is COP(=O)(OC)C(O)C(Cl)(Cl)Cl. The Y is -0.332 log mol/L. (2) The compound is Cc1ccc(C(=O)O)c(C)c1. The Y is -2.97 log mol/L. (3) The drug is COC[P+](c1ccccc1)(c1ccccc1)c1ccccc1.[Cl-]. The Y is 0.506 log mol/L. (4) The compound is O=C1OC(=O)C2CCCCC12. The Y is -1.56 log mol/L. (5) The drug is COC(=O)C1CC(=O)C(C(=O)OC)CC1=O. The Y is -4.15 log mol/L. (6) The Y is 0.745 log mol/L. The compound is COC1OC(CO)C(O)C(O)C1O. (7) The drug is O=S1OCC2C(CO1)C1(Cl)C(Cl)=C(Cl)C2(Cl)C1(Cl)Cl. The Y is -6.08 log mol/L.